Predict which catalyst facilitates the given reaction. From a dataset of Catalyst prediction with 721,799 reactions and 888 catalyst types from USPTO. (1) Reactant: [C:1]([NH:4][C:5]1[S:9][C:8]2[C:10]([O:15][CH2:16][CH2:17][N:18]([CH2:21][CH3:22])[CH2:19][CH3:20])=[C:11](Br)[CH:12]=[CH:13][C:7]=2[C:6]=1[C:23]([O:25][CH2:26][CH3:27])=[O:24])(=[O:3])[CH3:2].[CH3:28][N:29]([CH3:39])[C:30]1[CH:35]=[CH:34][C:33](B(O)O)=[CH:32][CH:31]=1.P([O-])([O-])([O-])=O.[K+].[K+].[K+]. Product: [C:1]([NH:4][C:5]1[S:9][C:8]2[C:10]([O:15][CH2:16][CH2:17][N:18]([CH2:21][CH3:22])[CH2:19][CH3:20])=[C:11]([C:33]3[CH:34]=[CH:35][C:30]([N:29]([CH3:39])[CH3:28])=[CH:31][CH:32]=3)[CH:12]=[CH:13][C:7]=2[C:6]=1[C:23]([O:25][CH2:26][CH3:27])=[O:24])(=[O:3])[CH3:2]. The catalyst class is: 47. (2) Reactant: [C:1]1([CH2:7][NH:8][C:9](=[O:17])[C:10]2[CH:15]=[CH:14][CH:13]=[N:12][C:11]=2Cl)[CH:6]=[CH:5][CH:4]=[CH:3][CH:2]=1.O1CCOCC1.[NH3:24]. Product: [C:1]1([CH2:7][NH:8][C:9](=[O:17])[C:10]2[CH:15]=[CH:14][CH:13]=[N:12][C:11]=2[NH2:24])[CH:6]=[CH:5][CH:4]=[CH:3][CH:2]=1. The catalyst class is: 6.